From a dataset of Catalyst prediction with 721,799 reactions and 888 catalyst types from USPTO. Predict which catalyst facilitates the given reaction. (1) Reactant: [F:1][C:2]1[CH:10]=[C:9]2[C:5]([C:6]([C:18]3[CH:19]=[CH:20][C:21]4[S:25](=[O:27])(=[O:26])[N:24]([CH2:28][CH2:29][S:30](=[O:34])(=[O:33])[NH:31][CH3:32])[CH:23]([CH3:35])[C:22]=4[CH:36]=3)=[CH:7][N:8]2C(OC(C)(C)C)=O)=[CH:4][CH:3]=1. Product: [F:1][C:2]1[CH:10]=[C:9]2[C:5]([C:6]([C:18]3[CH:19]=[CH:20][C:21]4[S:25](=[O:27])(=[O:26])[N:24]([CH2:28][CH2:29][S:30]([NH:31][CH3:32])(=[O:34])=[O:33])[CH:23]([CH3:35])[C:22]=4[CH:36]=3)=[CH:7][NH:8]2)=[CH:4][CH:3]=1. The catalyst class is: 330. (2) Reactant: [Cl:1][C:2]1[CH:25]=[CH:24][C:5]([CH2:6][N:7]2[C:15](=[O:16])[C:14]3[NH:13][C:12]([CH:17]([OH:19])[CH3:18])=[N:11][C:10]=3[N:9]([CH2:20][CH2:21][CH3:22])[C:8]2=[O:23])=[CH:4][CH:3]=1.[C:26]([O-])([O-])=O.[K+].[K+].IC. Product: [Cl:1][C:2]1[CH:25]=[CH:24][C:5]([CH2:6][N:7]2[C:15](=[O:16])[C:14]3[N:13]([CH3:26])[C:12]([CH:17]([OH:19])[CH3:18])=[N:11][C:10]=3[N:9]([CH2:20][CH2:21][CH3:22])[C:8]2=[O:23])=[CH:4][CH:3]=1. The catalyst class is: 3. (3) The catalyst class is: 355. Reactant: [OH:1][C:2]1[CH:7]=[CH:6][C:5]([CH2:8][C:9]([O:11][CH3:12])=[O:10])=[CH:4][CH:3]=1.O[CH2:14][CH2:15][C@@H:16]1[CH2:18][C@@H:17]1[CH:19]1[CH2:24][CH2:23][N:22]([C:25]([O:27][C:28]2([CH3:31])[CH2:30][CH2:29]2)=[O:26])[CH2:21][CH2:20]1.C1(P(C2C=CC=CC=2)C2C=CC=CC=2)C=CC=CC=1.CC(OC(/N=N/C(OC(C)C)=O)=O)C. Product: [CH3:12][O:11][C:9](=[O:10])[CH2:8][C:5]1[CH:4]=[CH:3][C:2]([O:1][CH2:14][CH2:15][C@@H:16]2[CH2:18][C@@H:17]2[CH:19]2[CH2:24][CH2:23][N:22]([C:25]([O:27][C:28]3([CH3:31])[CH2:30][CH2:29]3)=[O:26])[CH2:21][CH2:20]2)=[CH:7][CH:6]=1.